Dataset: Full USPTO retrosynthesis dataset with 1.9M reactions from patents (1976-2016). Task: Predict the reactants needed to synthesize the given product. (1) Given the product [F:1][C:2]1[CH:3]=[C:4]([CH:12]=[CH:13][CH:14]=1)[O:5][C:6]([CH3:11])([CH3:10])[C:7]([Cl:15])=[O:8], predict the reactants needed to synthesize it. The reactants are: [F:1][C:2]1[CH:3]=[C:4]([CH:12]=[CH:13][CH:14]=1)[O:5][C:6]([CH3:11])([CH3:10])[C:7](O)=[O:8].[Cl:15]SCl.N#N. (2) Given the product [F:1][C:2]([F:18])([F:17])[C:3]1[CH:4]=[C:5]([CH2:13][C:14]([N:29]2[CH2:30][CH2:31][O:32][C:27]([CH2:33][CH2:34][OH:35])([C:22]3[CH:23]=[CH:24][C:25]([Cl:26])=[C:20]([Cl:19])[CH:21]=3)[CH2:28]2)=[O:16])[CH:6]=[C:7]([C:9]([F:12])([F:11])[F:10])[CH:8]=1, predict the reactants needed to synthesize it. The reactants are: [F:1][C:2]([F:18])([F:17])[C:3]1[CH:4]=[C:5]([CH2:13][C:14]([OH:16])=O)[CH:6]=[C:7]([C:9]([F:12])([F:11])[F:10])[CH:8]=1.[Cl:19][C:20]1[CH:21]=[C:22]([C:27]2([CH2:33][CH2:34][OH:35])[O:32][CH2:31][CH2:30][NH:29][CH2:28]2)[CH:23]=[CH:24][C:25]=1[Cl:26]. (3) Given the product [C:9]1([C:14]2[CH:15]=[CH:16][CH:17]=[CH:18][CH:19]=2)[CH:10]=[CH:11][CH:12]=[CH:13][C:8]=1[N:7]([C:4]1[CH:3]=[CH:2][C:1]([CH3:20])=[CH:6][CH:5]=1)[C:22]1[CH:27]=[CH:26][C:25]([C:28]2[CH:33]=[CH:32][C:31]([C:34]3[CH:39]=[CH:38][C:37]([N:7]([C:8]4[CH:13]=[CH:12][CH:11]=[CH:10][C:53]=4[C:50]4[CH:51]=[CH:6][CH:1]=[CH:2][CH:52]=4)[C:4]4[CH:5]=[CH:56][C:54]([CH3:57])=[CH:55][CH:3]=4)=[CH:36][CH:35]=3)=[CH:30][CH:29]=2)=[CH:24][CH:23]=1, predict the reactants needed to synthesize it. The reactants are: [C:1]1([CH3:20])[CH:6]=[CH:5][C:4]([NH:7][C:8]2[C:9]([C:14]3[CH:19]=[CH:18][CH:17]=[CH:16][CH:15]=3)=[CH:10][CH:11]=[CH:12][CH:13]=2)=[CH:3][CH:2]=1.Br[C:22]1[CH:27]=[CH:26][C:25]([C:28]2[CH:33]=[CH:32][C:31]([C:34]3[CH:39]=[CH:38][C:37](Br)=[CH:36][CH:35]=3)=[CH:30][CH:29]=2)=[CH:24][CH:23]=1.[C:50](P([C:50]([CH3:53])([CH3:52])[CH3:51])[C:50]([CH3:53])([CH3:52])[CH3:51])([CH3:53])([CH3:52])[CH3:51].[C:54]([O-])([CH3:57])([CH3:56])[CH3:55].[K+]. (4) The reactants are: C(N(CC)CC)C.[NH2:8][C:9]1[CH:10]=[C:11]([CH:24]=[CH:25][C:26]=1[CH3:27])[C:12]([NH:14][C:15]1[CH:20]=[CH:19][CH:18]=[C:17]([N:21]([CH3:23])[CH3:22])[CH:16]=1)=[O:13].[CH3:28][O:29][C:30]1[CH:31]=[C:32]([CH:36]=[CH:37][CH:38]=1)[C:33](Cl)=[O:34]. Given the product [CH3:22][N:21]([CH3:23])[C:17]1[CH:16]=[C:15]([NH:14][C:12](=[O:13])[C:11]2[CH:24]=[CH:25][C:26]([CH3:27])=[C:9]([NH:8][C:33](=[O:34])[C:32]3[CH:36]=[CH:37][CH:38]=[C:30]([O:29][CH3:28])[CH:31]=3)[CH:10]=2)[CH:20]=[CH:19][CH:18]=1, predict the reactants needed to synthesize it. (5) Given the product [Br:1][C:2]1[CH:3]=[C:4]([C:10]2[CH:17]=[CH:16][C:15]([C:18]([F:21])([F:20])[F:19])=[CH:14][C:11]=2[CH2:12][NH:24][CH2:22][CH3:23])[C:5]([O:8][CH3:9])=[N:6][CH:7]=1, predict the reactants needed to synthesize it. The reactants are: [Br:1][C:2]1[CH:3]=[C:4]([C:10]2[CH:17]=[CH:16][C:15]([C:18]([F:21])([F:20])[F:19])=[CH:14][C:11]=2[CH:12]=O)[C:5]([O:8][CH3:9])=[N:6][CH:7]=1.[CH2:22]([NH2:24])[CH3:23]. (6) Given the product [CH2:38]([O:37][C:35]([C:30]1([CH2:27][C:28]#[C:29][C:17]2[CH:18]=[CH:19][C:14]([C:12]([C:11]3[N:10]4[C:5]([CH:6]=[C:7]([C:21]([O:23][CH:24]([CH3:26])[CH3:25])=[O:22])[CH:8]=[CH:9]4)=[CH:4][C:3]=3[CH2:1][CH3:2])=[O:13])=[CH:15][CH:16]=2)[CH2:34][CH2:33][CH2:32][CH2:31]1)=[O:36])[C:39]1[CH:44]=[CH:43][CH:42]=[CH:41][CH:40]=1, predict the reactants needed to synthesize it. The reactants are: [CH2:1]([C:3]1[CH:4]=[C:5]2[N:10]([C:11]=1[C:12]([C:14]1[CH:19]=[CH:18][C:17](I)=[CH:16][CH:15]=1)=[O:13])[CH:9]=[CH:8][C:7]([C:21]([O:23][CH:24]([CH3:26])[CH3:25])=[O:22])=[CH:6]2)[CH3:2].[CH2:27]([C:30]1([C:35]([O:37][CH2:38][C:39]2[CH:44]=[CH:43][CH:42]=[CH:41][CH:40]=2)=[O:36])[CH2:34][CH2:33][CH2:32][CH2:31]1)[C:28]#[CH:29].CCN(C(C)C)C(C)C.CCOC(C)=O. (7) Given the product [OH:4][CH2:3][CH2:2][N+:1]([CH2:8][CH2:9][OH:10])([CH2:5][CH2:6][OH:7])[CH2:18][CH2:11][CH2:12][CH2:13][S:14]([O-:17])(=[O:16])=[O:15], predict the reactants needed to synthesize it. The reactants are: [N:1]([CH2:8][CH2:9][OH:10])([CH2:5][CH2:6][OH:7])[CH2:2][CH2:3][OH:4].[CH2:11]1[CH2:18][O:17][S:14](=[O:16])(=[O:15])[CH2:13][CH2:12]1. (8) Given the product [Br:21][C:14]1[C:15]2[C:20](=[CH:19][CH:18]=[CH:17][CH:16]=2)[C:11]([C:1]2[CH:6]=[CH:5][CH:4]=[CH:3][CH:2]=2)=[CH:12][CH:13]=1, predict the reactants needed to synthesize it. The reactants are: [C:1]1(B(O)O)[CH:6]=[CH:5][CH:4]=[CH:3][CH:2]=1.Br[C:11]1[C:20]2[C:15](=[CH:16][CH:17]=[CH:18][CH:19]=2)[C:14]([Br:21])=[CH:13][CH:12]=1.C(COC)OC.C(=O)([O-])[O-].[Na+].[Na+]. (9) Given the product [C:16]([C:15]1[CH:18]=[CH:19][C:12]([CH2:11][O:10][C:5]2[C:4]([CH3:20])=[C:3]([CH2:1][NH:21][C:22]3[CH:23]=[CH:24][C:25]([C:28]4[CH:33]=[CH:32][C:31]([C:34]#[N:35])=[CH:30][CH:29]=4)=[CH:26][CH:27]=3)[CH:8]=[N:7][C:6]=2[CH3:9])=[CH:13][CH:14]=1)#[N:17], predict the reactants needed to synthesize it. The reactants are: [CH:1]([C:3]1[C:4]([CH3:20])=[C:5]([O:10][CH2:11][C:12]2[CH:19]=[CH:18][C:15]([C:16]#[N:17])=[CH:14][CH:13]=2)[C:6]([CH3:9])=[N:7][CH:8]=1)=O.[NH2:21][C:22]1[CH:27]=[CH:26][C:25]([C:28]2[CH:33]=[CH:32][C:31]([C:34]#[N:35])=[CH:30][CH:29]=2)=[CH:24][CH:23]=1.O.C1(C)C=CC(S(O)(=O)=O)=CC=1.[BH4-].[Na+]. (10) Given the product [CH3:28][O:27][C:19]1[CH:18]=[C:17]([NH:16][C:13]2[N:14]=[N:15][C:10]([CH:8]([NH:7][C:5]([C:4]3[CH:29]=[CH:30][C:31]4[O:54][CH2:55][O:56][C:2]=4[CH:3]=3)=[O:6])[CH3:9])=[CH:11][N:12]=2)[CH:22]=[C:21]([O:23][CH3:24])[C:20]=1[O:25][CH3:26], predict the reactants needed to synthesize it. The reactants are: Br[C:2]1[CH:3]=[C:4]([CH:29]=[CH:30][CH:31]=1)[C:5]([NH:7][CH:8]([C:10]1[N:15]=[N:14][C:13]([NH:16][C:17]2[CH:22]=[C:21]([O:23][CH3:24])[C:20]([O:25][CH3:26])=[C:19]([O:27][CH3:28])[CH:18]=2)=[N:12][CH:11]=1)[CH3:9])=[O:6].NC(C1N=NC(NC2C=C(OC)C(OC)=C(OC)C=2)=NC=1)C.[O:54]1C2C=CC(C(O)=O)=CC=2[O:56][CH2:55]1.C(N(C(C)C)CC)(C)C.F[P-](F)(F)(F)(F)F.N1(OC(N(C)C)=[N+](C)C)C2N=CC=CC=2N=N1.